From a dataset of Catalyst prediction with 721,799 reactions and 888 catalyst types from USPTO. Predict which catalyst facilitates the given reaction. (1) Reactant: Br[CH:2]([CH2:12][CH2:13][O:14][CH2:15][CH2:16][O:17][CH3:18])[C:3]([NH:5][C:6]1[S:7][CH:8]=[C:9]([CH3:11])[N:10]=1)=[O:4].[Cl:19][C:20]1[CH:25]=[CH:24][CH:23]=[CH:22][C:21]=1[N:26]1[C:30]2=[N:31][CH:32]=[N:33][C:34]([SH:35])=[C:29]2[CH:28]=[N:27]1.C([O-])([O-])=O.[K+].[K+].O. Product: [Cl:19][C:20]1[CH:25]=[CH:24][CH:23]=[CH:22][C:21]=1[N:26]1[C:30]2=[N:31][CH:32]=[N:33][C:34]([S:35][CH:2]([CH2:12][CH2:13][O:14][CH2:15][CH2:16][O:17][CH3:18])[C:3]([NH:5][C:6]3[S:7][CH:8]=[C:9]([CH3:11])[N:10]=3)=[O:4])=[C:29]2[CH:28]=[N:27]1. The catalyst class is: 31. (2) Reactant: S(OS([O-])=O)([O-])=O.[Na+].[Na+].[CH2:10]([N:12]1[C:24]2[CH:23]=[CH:22][C:21]([CH:25]=O)=[CH:20][C:19]=2[C:18]2[C:13]1=[CH:14][CH:15]=[CH:16][C:17]=2[F:27])[CH3:11].[NH2:28][C:29]1[CH:30]=[C:31]([CH:35]=[CH:36][C:37]=1[NH:38][CH2:39][CH2:40][O:41][CH3:42])[C:32]([OH:34])=[O:33].Cl. Product: [CH2:10]([N:12]1[C:24]2[CH:23]=[CH:22][C:21]([C:25]3[N:38]([CH2:39][CH2:40][O:41][CH3:42])[C:37]4[CH:36]=[CH:35][C:31]([C:32]([OH:34])=[O:33])=[CH:30][C:29]=4[N:28]=3)=[CH:20][C:19]=2[C:18]2[C:13]1=[CH:14][CH:15]=[CH:16][C:17]=2[F:27])[CH3:11]. The catalyst class is: 20. (3) Reactant: [Cl:1][C:2]1[CH:3]=[C:4]([C@@H:9]2[O:15][CH2:14][CH2:13][N:12](C(OC(C)(C)C)=O)[CH2:11][C@H:10]2[CH2:23][NH:24][S:25]([CH3:28])(=[O:27])=[O:26])[CH:5]=[CH:6][C:7]=1[Cl:8].C(OCC)(=O)C.Cl. Product: [ClH:1].[Cl:1][C:2]1[CH:3]=[C:4]([C@@H:9]2[O:15][CH2:14][CH2:13][NH:12][CH2:11][C@H:10]2[CH2:23][NH:24][S:25]([CH3:28])(=[O:26])=[O:27])[CH:5]=[CH:6][C:7]=1[Cl:8]. The catalyst class is: 8. (4) Reactant: C1C(=O)N([Br:8])C(=O)C1.[CH:9]([C:12]1[CH:18]=[CH:17][CH:16]=[C:15]([CH:19]([CH3:21])[CH3:20])[C:13]=1[NH2:14])([CH3:11])[CH3:10].O. Product: [Br:8][C:17]1[CH:18]=[C:12]([CH:9]([CH3:11])[CH3:10])[C:13]([NH2:14])=[C:15]([CH:19]([CH3:21])[CH3:20])[CH:16]=1. The catalyst class is: 3. (5) Reactant: [O:1]=[S:2]1(=[O:11])[CH2:7][CH2:6][N:5]([C:8](Cl)=[O:9])[CH2:4][CH2:3]1.[C:12]([C:16]1[CH:20]=[C:19]([NH:21][C:22]([C@@H:24]2[CH2:27][CH2:26][NH:25]2)=[O:23])[O:18][N:17]=1)([CH3:15])([CH3:14])[CH3:13].Cl.C(N(CC)C(C)C)(C)C. Product: [C:12]([C:16]1[CH:20]=[C:19]([NH:21][C:22]([C@@H:24]2[CH2:27][CH2:26][N:25]2[C:8]([N:5]2[CH2:6][CH2:7][S:2](=[O:11])(=[O:1])[CH2:3][CH2:4]2)=[O:9])=[O:23])[O:18][N:17]=1)([CH3:15])([CH3:13])[CH3:14]. The catalyst class is: 266. (6) Reactant: [C:1]([O:5][C:6](=[O:20])[NH:7][C:8]1[CH:19]=[N:18][C:11]2[O:12][C@@H:13]([CH2:16][OH:17])[CH2:14][NH:15][C:10]=2[CH:9]=1)([CH3:4])([CH3:3])[CH3:2].[Cl:21][C:22]1[CH:23]=[C:24]([S:28](Cl)(=[O:30])=[O:29])[CH:25]=[CH:26][CH:27]=1. Product: [Cl:21][C:22]1[CH:23]=[C:24]([S:28]([N:15]2[CH2:14][C@H:13]([CH2:16][OH:17])[O:12][C:11]3[N:18]=[CH:19][C:8]([NH:7][C:6](=[O:20])[O:5][C:1]([CH3:4])([CH3:2])[CH3:3])=[CH:9][C:10]2=3)(=[O:30])=[O:29])[CH:25]=[CH:26][CH:27]=1. The catalyst class is: 300. (7) Reactant: C(OC(=O)[NH:7][C:8]1[CH:13]=[CH:12][C:11]([C:14]2[CH:19]=[CH:18][CH:17]=[C:16]([F:20])[CH:15]=2)=[CH:10][C:9]=1[NH:21][C:22](=[O:34])[CH2:23][C:24]([C:26]1[CH:31]=[CH:30][CH:29]=[C:28]([C:32]#[N:33])[CH:27]=1)=O)(C)(C)C.C(O)(C(F)(F)F)=O. Product: [F:20][C:16]1[CH:15]=[C:14]([C:11]2[CH:12]=[CH:13][C:8]3[N:7]=[C:24]([C:26]4[CH:27]=[C:28]([CH:29]=[CH:30][CH:31]=4)[C:32]#[N:33])[CH2:23][C:22](=[O:34])[NH:21][C:9]=3[CH:10]=2)[CH:19]=[CH:18][CH:17]=1. The catalyst class is: 2. (8) Reactant: CCN(C(C)C)C(C)C.[N:10]1[CH:15]=[CH:14][N:13]=[CH:12][C:11]=1[C:16]([OH:18])=O.C1C=CC2N(O)N=NC=2C=1.CCN=C=NCCCN(C)C.FC(F)(F)C(O)=O.[NH2:47][CH2:48][C:49]([N:51]1[CH2:56][CH2:55][N:54]([C:57](=[O:68])[C:58]2[CH:63]=[CH:62][CH:61]=[CH:60][C:59]=2[C:64]([F:67])([F:66])[F:65])[CH2:53][CH2:52]1)=[O:50]. Product: [O:50]=[C:49]([N:51]1[CH2:52][CH2:53][N:54]([C:57](=[O:68])[C:58]2[CH:63]=[CH:62][CH:61]=[CH:60][C:59]=2[C:64]([F:67])([F:66])[F:65])[CH2:55][CH2:56]1)[CH2:48][NH:47][C:16]([C:11]1[CH:12]=[N:13][CH:14]=[CH:15][N:10]=1)=[O:18]. The catalyst class is: 18. (9) Reactant: [H-].[Na+].[CH:3]1([C:9]2[CH:14]=[CH:13][C:12]([C:15]3[NH:19][CH:18]=[C:17]([CH:20]=[O:21])[CH:16]=3)=[CH:11][CH:10]=2)[CH2:8][CH2:7][CH2:6][CH2:5][CH2:4]1.[N:22]1[CH:27]=[CH:26][CH:25]=[C:24]([S:28](Cl)(=[O:30])=[O:29])[CH:23]=1. Product: [CH:3]1([C:9]2[CH:14]=[CH:13][C:12]([C:15]3[N:19]([S:28]([C:24]4[CH:23]=[N:22][CH:27]=[CH:26][CH:25]=4)(=[O:30])=[O:29])[CH:18]=[C:17]([CH:20]=[O:21])[CH:16]=3)=[CH:11][CH:10]=2)[CH2:4][CH2:5][CH2:6][CH2:7][CH2:8]1. The catalyst class is: 7.